Task: Binary Classification. Given a miRNA mature sequence and a target amino acid sequence, predict their likelihood of interaction.. Dataset: Experimentally validated miRNA-target interactions with 360,000+ pairs, plus equal number of negative samples The miRNA is rno-miR-542-3p with sequence UGUGACAGAUUGAUAACUGAAA. The protein sequence of the target gene is MPKGKKAKGKKVAPAPAVVKKQEAKKVVNPLFEKRPKNFGIGQDIQPKRDLTRFVKWPRYIRLQRQRAILYKRLKVPPAINQFTQALDRQTATQLLKLAHKYRPETKQEKKQRLLARAEKKAAGKGDVPTKRPPVLRAGVNTVTTLVENKKAQLVVIAHDVDPIELVVFLPALCRKMGVPYCIIKGKARLGRLVHRKTCTTVAFTQVNSEDKGALAKLVEAIRTNYNDRYDEIRRHWGGNVLGPKSVARIAKLEKAKAKELATKLG. Result: 0 (no interaction).